This data is from Catalyst prediction with 721,799 reactions and 888 catalyst types from USPTO. The task is: Predict which catalyst facilitates the given reaction. (1) Reactant: [C:1]([O:5][C:6]([N:8]([C:22]([O:24][C:25]([CH3:28])([CH3:27])[CH3:26])=[O:23])[C@H:9]([C:15]([N:17]1[CH2:21][CH2:20][S:19][CH2:18]1)=[O:16])[CH2:10][CH2:11][C:12](=O)[OH:13])=[O:7])([CH3:4])([CH3:3])[CH3:2].CN1CCOCC1.ClC(OCC(C)C)=O.[BH4-].[Na+].C(OC(N(C(O)CCCC(C1NCCS1)=O)C(OC(C)(C)C)=O)=O)(C)(C)C. Product: [C:1]([O:5][C:6]([N:8]([CH:9]([CH2:10][CH2:11][CH2:12][OH:13])[C:15]([N:17]1[CH2:21][CH2:20][S:19][CH2:18]1)=[O:16])[C:22]([O:24][C:25]([CH3:28])([CH3:27])[CH3:26])=[O:23])=[O:7])([CH3:4])([CH3:2])[CH3:3]. The catalyst class is: 253. (2) Reactant: [N:1]1([C:10](=[O:12])[CH3:11])[CH2:6][CH2:5][CH:4]([C:7](=[O:9])[CH3:8])[CH2:3][CH2:2]1.[Br:13]Br. Product: [C:10]([N:1]1[CH2:6][CH2:5][CH:4]([C:7](=[O:9])[CH2:8][Br:13])[CH2:3][CH2:2]1)(=[O:12])[CH3:11]. The catalyst class is: 5. (3) Product: [Br:1][C:2]1[CH:3]=[C:4]2[C:9](=[N:10][CH:11]=1)[N:8]([CH2:12][CH3:13])[CH:7]=[C:6]([C:14]([O:16][CH2:18][CH2:19][OH:20])=[O:15])[C:5]2=[O:17]. Reactant: [Br:1][C:2]1[CH:3]=[C:4]2[C:9](=[N:10][CH:11]=1)[N:8]([CH2:12][CH3:13])[CH:7]=[C:6]([C:14]([OH:16])=[O:15])[C:5]2=[O:17].[CH2:18](O)[CH2:19][OH:20].C1(P(C2C=CC=CC=2)C2C=CC=CC=2)C=CC=CC=1.N(C(OCC)=O)=NC(OCC)=O. The catalyst class is: 7. (4) Reactant: C([O-])(=O)CC(CC([O-])=O)(C([O-])=O)O.C([N:21]1[CH2:26][CH2:25][C:24]([C:45]2[CH:50]=[CH:49][C:48]([Cl:51])=[C:47]([Cl:52])[CH:46]=2)([CH2:27][NH:28][C:29]([C:31]2[C:40]3[C:35](=[CH:36][CH:37]=[CH:38][CH:39]=3)[CH:34]=[C:33]([C:41]#[N:42])[C:32]=2[O:43][CH3:44])=[O:30])[CH2:23][CH2:22]1)(OC(C)(C)C)=O.C(O)(C(F)(F)F)=O. Product: [Cl:52][C:47]1[CH:46]=[C:45]([C:24]2([CH2:27][NH:28][C:29]([C:31]3[C:40]4[C:35](=[CH:36][CH:37]=[CH:38][CH:39]=4)[CH:34]=[C:33]([C:41]#[N:42])[C:32]=3[O:43][CH3:44])=[O:30])[CH2:23][CH2:22][NH:21][CH2:26][CH2:25]2)[CH:50]=[CH:49][C:48]=1[Cl:51]. The catalyst class is: 2. (5) Reactant: [Cl:1][C:2]1[C:3]([CH2:8][NH:9][C:10]([N:12]2[CH2:17][CH2:16][CH2:15][CH:14]([C:18]([O:20][CH3:21])=[O:19])[CH2:13]2)=O)=[N:4][CH:5]=[CH:6][N:7]=1.CN1C(=O)N(C)CC1.O=P(Cl)(Cl)Cl. Product: [Cl:1][C:2]1[C:3]2[N:4]([C:10]([N:12]3[CH2:17][CH2:16][CH2:15][CH:14]([C:18]([O:20][CH3:21])=[O:19])[CH2:13]3)=[N:9][CH:8]=2)[CH:5]=[CH:6][N:7]=1. The catalyst class is: 10. (6) Reactant: [NH2:1][C:2]1[CH:7]=[CH:6][C:5]([OH:8])=[CH:4][C:3]=1[Cl:9].[H-].[Na+].Cl[C:13]1[C:22]2[C:17](=[CH:18][C:19]([O:27][CH3:28])=[C:20]([C:23]([O:25][CH3:26])=[O:24])[CH:21]=2)[N:16]=[CH:15][CH:14]=1.C(OCC)(=O)C. Product: [NH2:1][C:2]1[CH:7]=[CH:6][C:5]([O:8][C:13]2[C:22]3[C:17](=[CH:18][C:19]([O:27][CH3:28])=[C:20]([C:23]([O:25][CH3:26])=[O:24])[CH:21]=3)[N:16]=[CH:15][CH:14]=2)=[CH:4][C:3]=1[Cl:9]. The catalyst class is: 58. (7) Reactant: [C:1]([O:5][C:6](=[O:17])[NH:7][C@H:8]1[CH2:13][CH2:12][C@H:11]([CH2:14][CH2:15]Br)[CH2:10][CH2:9]1)([CH3:4])([CH3:3])[CH3:2].C(=O)([O-])[O-].[Cs+].[Cs+].[I-].[Na+].[S:26]1[C:30]2[CH2:31][C@@H:32]([NH2:35])[CH2:33][CH2:34][C:29]=2[N:28]=[C:27]1[NH2:36]. Product: [C:1]([O:5][C:6](=[O:17])[NH:7][C@H:8]1[CH2:13][CH2:12][C@H:11]([CH2:14][CH2:15][NH:35][C@H:32]2[CH2:33][CH2:34][C:29]3[N:28]=[C:27]([NH2:36])[S:26][C:30]=3[CH2:31]2)[CH2:10][CH2:9]1)([CH3:4])([CH3:3])[CH3:2]. The catalyst class is: 10.